Predict the reaction yield, written as a fraction of the theoretical maximum amount of product (1.0 means a 100% yield; for example, 0.34 means a 34% yield). From a dataset of Reaction yield outcomes from USPTO patents with 853,638 reactions. (1) The reactants are [CH2:1]([NH:4][C@@H:5]1[CH2:14][C:13]2[C:8]3=[C:9]([N:15]([O:18][CH3:19])[C:16](=[O:17])[N:7]3[CH2:6]1)[CH:10]=[CH:11][CH:12]=2)[CH2:2][CH3:3].I[CH2:21][CH2:22][CH3:23].C(=O)([O-])[O-].[K+].[K+]. The catalyst is C(#N)C. The product is [CH2:1]([N:4]([CH2:21][CH2:22][CH3:23])[C@@H:5]1[CH2:14][C:13]2[C:8]3=[C:9]([N:15]([O:18][CH3:19])[C:16](=[O:17])[N:7]3[CH2:6]1)[CH:10]=[CH:11][CH:12]=2)[CH2:2][CH3:3]. The yield is 0.900. (2) The reactants are [CH3:1][O:2][C:3]1[CH:11]=[C:7]([C:8]([OH:10])=[O:9])[C:6]([NH2:12])=[CH:5][CH:4]=1.[C:13](OC(=O)C)(=O)[CH3:14]. No catalyst specified. The product is [CH3:13][C:14]1[O:9][C:8](=[O:10])[C:7]2[CH:11]=[C:3]([O:2][CH3:1])[CH:4]=[CH:5][C:6]=2[N:12]=1. The yield is 0.770. (3) The reactants are [CH2:1]([O:8][C:9]1[CH:18]=[C:17]([O:19][CH2:20][C:21]2[CH:26]=[CH:25][CH:24]=[CH:23][CH:22]=2)[C:16]([C:27]([CH3:29])=[CH2:28])=[CH:15][C:10]=1[C:11]([O:13]C)=[O:12])[C:2]1[CH:7]=[CH:6][CH:5]=[CH:4][CH:3]=1.[OH-].[K+]. The catalyst is CO.O. The product is [CH2:1]([O:8][C:9]1[CH:18]=[C:17]([O:19][CH2:20][C:21]2[CH:26]=[CH:25][CH:24]=[CH:23][CH:22]=2)[C:16]([C:27]([CH3:29])=[CH2:28])=[CH:15][C:10]=1[C:11]([OH:13])=[O:12])[C:2]1[CH:3]=[CH:4][CH:5]=[CH:6][CH:7]=1. The yield is 0.890. (4) The reactants are [N:1]1[CH:6]=[CH:5][C:4]([C:7]([OH:9])=O)=[CH:3][CH:2]=1.C1N=CN(C(N2C=NC=C2)=O)C=1.Cl.[CH3:23][NH:24][O:25][CH3:26]. The catalyst is C(Cl)Cl. The product is [CH3:26][O:25][N:24]([CH3:23])[C:7]([C:4]1[CH:5]=[CH:6][N:1]=[CH:2][CH:3]=1)=[O:9]. The yield is 0.610. (5) The reactants are [OH:1][C:2]1[CH:3]=[C:4]([C:8]#[C:9][C:10]2[CH:11]=[C:12]([C:16]([N:18]=[S@:19]([CH2:27][C:28](OCC)=[O:29])([C:21]3[CH:26]=[CH:25][CH:24]=[CH:23][CH:22]=3)=[O:20])=[O:17])[CH:13]=[N:14][CH:15]=2)[CH:5]=[CH:6][CH:7]=1.Cl.[NH2:34][CH2:35][C:36]([NH2:38])=[O:37]. No catalyst specified. The product is [NH2:38][C:36](=[O:37])[CH2:35][NH:34][C:28](=[O:29])[CH2:27][S:19](=[O:20])([C:21]1[CH:26]=[CH:25][CH:24]=[CH:23][CH:22]=1)=[N:18][C:16](=[O:17])[C:12]1[CH:11]=[C:10]([C:9]#[C:8][C:4]2[CH:5]=[CH:6][CH:7]=[C:2]([OH:1])[CH:3]=2)[CH:15]=[N:14][CH:13]=1. The yield is 0.500. (6) The reactants are [OH:1][C:2]1[CH:7]=[C:6](O)[CH:5]=[C:4]([CH3:9])[N:3]=1.P(Br)(Br)([Br:12])=O.C(=O)([O-])[O-].[Na+].[Na+].Cl[C:22]([F:27])([F:26])C([O-])=O.[Na+].[Cl-].[NH4+]. The catalyst is O.CN(C)C=O. The product is [Br:12][C:6]1[CH:5]=[C:4]([CH3:9])[N:3]=[C:2]([O:1][CH:22]([F:27])[F:26])[CH:7]=1. The yield is 0.0800. (7) The reactants are [N:1]#[C:2]Br.[NH2:4][C:5]1[CH:6]=[C:7]([CH:12]=[CH:13][C:14]=1[NH2:15])[C:8]([O:10]C)=[O:9].N.Cl. The catalyst is O.C(OCC)(=O)C. The product is [NH2:1][C:2]1[NH:15][C:14]2[CH:13]=[CH:12][C:7]([C:8]([OH:10])=[O:9])=[CH:6][C:5]=2[N:4]=1. The yield is 0.970.